This data is from Reaction yield outcomes from USPTO patents with 853,638 reactions. The task is: Predict the reaction yield, written as a fraction of the theoretical maximum amount of product (1.0 means a 100% yield; for example, 0.34 means a 34% yield). (1) The reactants are [C:1]([C:4]1[C:9]([C:10]2[CH:15]=[CH:14][CH:13]=[CH:12][CH:11]=2)=[N:8][N:7]([CH2:16][CH3:17])[C:6](=[O:18])[C:5]=1[N+:19]([O-])=O)(=[O:3])[CH3:2].N[C:23]1[CH:32]=[CH:31][C:30]([F:33])=[C:29]2[C:24]=1[CH:25]=[CH:26][CH:27]=[N:28]2. The catalyst is C(O)C. The product is [C:1]([C:4]1[C:9]([C:10]2[CH:15]=[CH:14][CH:13]=[CH:12][CH:11]=2)=[N:8][N:7]([CH2:16][CH3:17])[C:6](=[O:18])[C:5]=1[NH:19][C:23]1[CH:32]=[CH:31][C:30]([F:33])=[C:29]2[C:24]=1[CH:25]=[CH:26][CH:27]=[N:28]2)(=[O:3])[CH3:2]. The yield is 0.667. (2) The reactants are [Cl:1][C:2]1[C:33]([C:34]2([C:37]#[N:38])[CH2:36][CH2:35]2)=[CH:32][CH:31]=[CH:30][C:3]=1[C:4]([NH:6][C:7]1[CH:12]=[C:11]([O:13][C:14]2[N:19]=[C:18]3[S:20][C:21]([NH:23][C:24]([CH:26]4[CH2:28][CH2:27]4)=[O:25])=[N:22][C:17]3=[CH:16][CH:15]=2)[CH:10]=[CH:9][C:8]=1[F:29])=[O:5].[CH:39]1([C:42](Cl)=[O:43])[CH2:41][CH2:40]1. The catalyst is N1C=CC=CC=1.CN(C)C1C=CN=CC=1. The product is [Cl:1][C:2]1[C:33]([C:34]2([C:37]#[N:38])[CH2:36][CH2:35]2)=[CH:32][CH:31]=[CH:30][C:3]=1[C:4]([N:6]([C:42]([CH:39]1[CH2:41][CH2:40]1)=[O:43])[C:7]1[CH:12]=[C:11]([O:13][C:14]2[N:19]=[C:18]3[S:20][C:21]([NH:23][C:24]([CH:26]4[CH2:28][CH2:27]4)=[O:25])=[N:22][C:17]3=[CH:16][CH:15]=2)[CH:10]=[CH:9][C:8]=1[F:29])=[O:5]. The yield is 0.630. (3) The reactants are C([C:3]1[C:12]2[C:6]([CH:7]=[CH:8][CH:9]=[CH:10][CH:11]=2)=[C:5](C(O)=O)[C:4]=1[CH2:16][CH3:17])#N.[OH-].[Na+]. The catalyst is S(=O)(=O)(O)O. The product is [CH2:16]([C:4]1[CH:3]=[C:12]2[C:6](=[CH:7][CH:8]=[CH:9][CH:10]=[CH:11]2)[CH:5]=1)[CH3:17]. The yield is 0.670. (4) The reactants are Br[C:2]1[S:3][C:4]([C:8]2[N:12]3[N:13]=[C:14]([CH3:22])[CH:15]=[C:16]([CH:17]([CH2:20][CH3:21])[CH2:18][CH3:19])[C:11]3=[N:10][C:9]=2[CH3:23])=[C:5]([Br:7])[N:6]=1.[NH:24]1[CH2:29][CH2:28][O:27][CH2:26][CH2:25]1.C([O-])([O-])=O.[Cs+].[Cs+].N. The catalyst is CO.CCOC(C)=O.CCCCCC.C1COCC1. The product is [Br:7][C:5]1[N:6]=[C:2]([N:24]2[CH2:29][CH2:28][O:27][CH2:26][CH2:25]2)[S:3][C:4]=1[C:8]1[N:12]2[N:13]=[C:14]([CH3:22])[CH:15]=[C:16]([CH:17]([CH2:20][CH3:21])[CH2:18][CH3:19])[C:11]2=[N:10][C:9]=1[CH3:23]. The yield is 0.710. (5) The catalyst is C(#N)C. The product is [C:11]([NH:14][C:15]1[N:16]=[C:17]([C:5]2[N:4]=[CH:3][NH:2][N:1]=2)[C:18]2[N:24]=[C:23]([C:25]3[CH:30]=[CH:29][C:28]([O:31][CH3:32])=[C:27]([O:33][CH3:34])[CH:26]=3)[CH:22]=[CH:21][C:19]=2[N:20]=1)(=[O:13])[CH3:12]. The reactants are [NH:1]1[CH:5]=[N:4][CH:3]=[N:2]1.P(Cl)(Cl)(Cl)=O.[C:11]([NH:14][C:15]1[NH:16][C:17](=O)[C:18]2[N:24]=[C:23]([C:25]3[CH:30]=[CH:29][C:28]([O:31][CH3:32])=[C:27]([O:33][CH3:34])[CH:26]=3)[CH:22]=[CH:21][C:19]=2[N:20]=1)(=[O:13])[CH3:12].C(N(CC)CC)C. The yield is 0.900. (6) The reactants are [F:1][C:2]1[CH:7]=[C:6]([F:8])[CH:5]=[CH:4][C:3]=1[N:9]1[C:17](=[O:18])[C:16]2[C@H:15]3[C:19]([CH3:21])([CH3:20])[C@:12]([CH3:22])([CH2:13][CH2:14]3)[C:11]=2[NH:10]1.Cl[CH2:24][C:25]1[CH:26]=[CH:27][C:28]([O:31][CH3:32])=[N:29][CH:30]=1. The catalyst is [I-].C([N+](CCCC)(CCCC)CCCC)CCC.CN(C)C=O.ClCCl. The product is [F:1][C:2]1[CH:7]=[C:6]([F:8])[CH:5]=[CH:4][C:3]=1[N:9]1[C:17](=[O:18])[C:16]2[C@H:15]3[C:19]([CH3:21])([CH3:20])[C@:12]([CH3:22])([CH2:13][CH2:14]3)[C:11]=2[N:10]1[CH2:24][C:25]1[CH:30]=[N:29][C:28]([O:31][CH3:32])=[CH:27][CH:26]=1. The yield is 0.0900. (7) The product is [Br:23][C:24]1[CH:33]=[CH:32][C:27]([CH:28]([OH:31])[CH3:29])=[CH:26][CH:25]=1. The catalyst is C1COCC1. The yield is 0.610. The reactants are B(Cl)([C@@H]1[C@@H](C)[C@H]2C(C)(C)[C@@H](C2)C1)[C@@H]1[C@@H](C)[C@@H]2C(C)(C)[C@@H](C2)C1.[Br:23][C:24]1[CH:33]=[CH:32][C:27]([C:28](=[O:31])[CH2:29]Br)=[CH:26][CH:25]=1.C1([C@H](N)C)C=CC=CC=1.CCCCCCC. (8) The reactants are C(C1ON=C(C(N[C@H]2CSC3C=CC=CC=3N(C)C2=O)=O)C=1)C1C=CC=CC=1.ClC1C=C(C=CC=1)C(OO)=O.CCOC(C)=O.[CH2:46]([C:53]1[O:57][N:56]=[C:55]([C:58]([NH:60][C@H:61]2[CH2:67][S@:66](=[O:68])[C:65]3[CH:69]=[CH:70][CH:71]=[CH:72][C:64]=3[N:63]([CH3:73])[C:62]2=[O:74])=[O:59])[CH:54]=1)[C:47]1[CH:52]=[CH:51][CH:50]=[CH:49][CH:48]=1. The catalyst is C(Cl)Cl. The product is [CH2:46]([C:53]1[O:57][N:56]=[C:55]([C:58]([NH:60][C@H:61]2[CH2:67][S@@:66](=[O:68])[C:65]3[CH:69]=[CH:70][CH:71]=[CH:72][C:64]=3[N:63]([CH3:73])[C:62]2=[O:74])=[O:59])[CH:54]=1)[C:47]1[CH:52]=[CH:51][CH:50]=[CH:49][CH:48]=1. The yield is 0.820. (9) The reactants are [CH3:1][C:2]1[C:7]([CH3:8])=[C:6]([OH:9])[CH:5]=[CH:4][C:3]=1[OH:10].[OH-].[Na+]. The catalyst is O.CC(OC)(C)C. The product is [CH3:1][C:2]1[C:3](=[O:10])[CH:4]=[CH:5][C:6](=[O:9])[C:7]=1[CH3:8]. The yield is 0.880.